This data is from Full USPTO retrosynthesis dataset with 1.9M reactions from patents (1976-2016). The task is: Predict the reactants needed to synthesize the given product. Given the product [ClH:22].[Cl:22][C:23]1[CH:28]=[C:27]([CH3:29])[C:26]([CH:16]2[CH2:21][CH2:20][CH2:19][NH:18][CH2:17]2)=[C:25]([CH3:33])[CH:24]=1, predict the reactants needed to synthesize it. The reactants are: Cl.FC1C=CC=CC=1C1CCCNC1.I[C:16]1[CH:17]=[N:18][CH:19]=[CH:20][CH:21]=1.[Cl:22][C:23]1[CH:28]=[C:27]([CH3:29])[C:26](B(O)O)=[C:25]([CH3:33])[CH:24]=1.